Dataset: Forward reaction prediction with 1.9M reactions from USPTO patents (1976-2016). Task: Predict the product of the given reaction. Given the reactants [OH:1][C@H:2]1[CH2:19][CH2:18][C@@:17]2([CH3:20])[C@@H:4]([CH2:5][CH2:6][C@:7]3([CH3:45])[C@@H:16]2[CH2:15][CH2:14][C@H:13]2[C@@:8]3([CH3:44])[CH2:9][CH2:10][C@@:11]3([C:28]([N:30]4[CH2:35][CH2:34][CH:33]([O:36][CH2:37][CH2:38][O:39][CH2:40][CH2:41][O:42][CH3:43])[CH2:32][CH2:31]4)=[O:29])[CH2:23][CH2:22][C@@H:21]([C:24]4([CH3:27])[CH2:26][CH2:25]4)[C@@H:12]32)[C:3]1([CH3:47])[CH3:46].[CH3:48][C:49]1([CH3:56])[CH2:54][C:53](=[O:55])[O:52][C:50]1=[O:51].C1(C)C=CC=CC=1, predict the reaction product. The product is: [CH3:43][O:42][CH2:41][CH2:40][O:39][CH2:38][CH2:37][O:36][CH:33]1[CH2:32][CH2:31][N:30]([C:28]([C@:11]23[CH2:23][CH2:22][C@@H:21]([C:24]4([CH3:27])[CH2:26][CH2:25]4)[C@@H:12]2[C@@H:13]2[C@@:8]([CH3:44])([CH2:9][CH2:10]3)[C@@:7]3([CH3:45])[C@@H:16]([C@:17]4([CH3:20])[C@@H:4]([CH2:5][CH2:6]3)[C:3]([CH3:47])([CH3:46])[C@@H:2]([O:1][C:53](=[O:55])[CH2:54][C:49]([CH3:56])([CH3:48])[C:50]([OH:52])=[O:51])[CH2:19][CH2:18]4)[CH2:15][CH2:14]2)=[O:29])[CH2:35][CH2:34]1.